From a dataset of Reaction yield outcomes from USPTO patents with 853,638 reactions. Predict the reaction yield, written as a fraction of the theoretical maximum amount of product (1.0 means a 100% yield; for example, 0.34 means a 34% yield). (1) The reactants are [C:1]([C:5]1[CH:12]=[C:11]([C:13]([CH3:16])([CH3:15])[CH3:14])[CH:10]=[C:7]([CH:8]=O)[C:6]=1[OH:17])([CH3:4])([CH3:3])[CH3:2].[CH:18]([NH2:21])([CH3:20])[CH3:19]. No catalyst specified. The product is [CH3:19][CH:18]([NH:21][CH2:8][C:7]1[CH:10]=[C:11]([C:13]([CH3:16])([CH3:15])[CH3:14])[CH:12]=[C:5]([C:1]([CH3:4])([CH3:3])[CH3:2])[C:6]=1[OH:17])[CH3:20]. The yield is 0.970. (2) The reactants are [N+:1]([C:4]1[CH:12]=[C:11]2[C:7]([C:8]([C:21]3[N:25]([CH2:26][O:27][CH2:28][CH2:29][Si:30]([CH3:33])([CH3:32])[CH3:31])[C:24]4[CH:34]=[CH:35][CH:36]=[CH:37][C:23]=4[N:22]=3)=[N:9][N:10]2[CH2:13][O:14][CH2:15][CH2:16][Si:17]([CH3:20])([CH3:19])[CH3:18])=[CH:6][CH:5]=1)([O-])=O.C(=O)(O)[O-].[Na+]. The catalyst is CN(C=O)C. The product is [NH2:1][C:4]1[CH:12]=[C:11]2[C:7]([C:8]([C:21]3[N:25]([CH2:26][O:27][CH2:28][CH2:29][Si:30]([CH3:32])([CH3:31])[CH3:33])[C:24]4[CH:34]=[CH:35][CH:36]=[CH:37][C:23]=4[N:22]=3)=[N:9][N:10]2[CH2:13][O:14][CH2:15][CH2:16][Si:17]([CH3:20])([CH3:19])[CH3:18])=[CH:6][CH:5]=1. The yield is 0.890. (3) The reactants are Br[C:2]1[CH:11]=[CH:10][C:9]([F:12])=[CH:8][C:3]=1[C:4]([O:6][CH3:7])=[O:5].[NH:13]1[C:17](B(O)O)=[CH:16][CH:15]=[N:14]1.C([O-])(O)=O.[Na+]. The catalyst is COCCOC.O. The product is [F:12][C:9]1[CH:10]=[CH:11][C:2]([C:15]2[NH:14][N:13]=[CH:17][CH:16]=2)=[C:3]([CH:8]=1)[C:4]([O:6][CH3:7])=[O:5]. The yield is 0.440. (4) The reactants are Cl[C:2]1[NH:10][C:9]2[C:4](=[N:5][CH:6]=[CH:7][CH:8]=2)[C:3]=1[C:11]#[N:12].[CH3:13][O:14][C:15]([CH:17]1[CH2:22][CH2:21][NH:20][CH2:19][CH2:18]1)=[O:16]. No catalyst specified. The product is [CH3:13][O:14][C:15]([CH:17]1[CH2:22][CH2:21][N:20]([C:2]2[NH:10][C:9]3[C:4](=[N:5][CH:6]=[CH:7][CH:8]=3)[C:3]=2[C:11]#[N:12])[CH2:19][CH2:18]1)=[O:16]. The yield is 0.0800. (5) The reactants are Cl[C:2]1[S:3][C:4]2[CH:10]=[CH:9][CH:8]=[CH:7][C:5]=2[N:6]=1.C(=O)([O-])[O-].[Cs+].[Cs+].[C:17]([O:21][C:22]([N:24]1[CH2:29][CH2:28][CH:27](O)[CH2:26][CH2:25]1)=[O:23])([CH3:20])([CH3:19])[CH3:18].C[N:32](C=O)C. No catalyst specified. The product is [C:17]([O:21][C:22]([N:24]1[CH2:29][CH2:28][CH:27]([NH:32][C:2]2[S:3][C:4]3[CH:10]=[CH:9][CH:8]=[CH:7][C:5]=3[N:6]=2)[CH2:26][CH2:25]1)=[O:23])([CH3:20])([CH3:19])[CH3:18]. The yield is 0.370. (6) The catalyst is C1COCC1. The reactants are C1C=CC(P(C2C=CC=CC=2)C2C=CC=CC=2)=CC=1.[CH3:20][O:21][C:22](=[O:62])[C:23]1[CH:28]=[CH:27][C:26]([O:29][CH2:30][CH2:31][C:32]2[C:40]3[C:35](=[CH:36][CH:37]=[C:38]([Cl:41])[CH:39]=3)[N:34]([CH:42]([C:49]3[CH:54]=[CH:53][CH:52]=[CH:51][CH:50]=3)[C:43]3[CH:48]=[CH:47][CH:46]=[CH:45][CH:44]=3)[C:33]=2[CH2:55][CH2:56][N:57]=[N+]=[N-])=[CH:25][C:24]=1[O:60][CH3:61].O. The yield is 0.120. The product is [CH3:20][O:21][C:22](=[O:62])[C:23]1[CH:28]=[CH:27][C:26]([O:29][CH2:30][CH2:31][C:32]2[C:40]3[C:35](=[CH:36][CH:37]=[C:38]([Cl:41])[CH:39]=3)[N:34]([CH:42]([C:49]3[CH:50]=[CH:51][CH:52]=[CH:53][CH:54]=3)[C:43]3[CH:48]=[CH:47][CH:46]=[CH:45][CH:44]=3)[C:33]=2[CH2:55][CH2:56][NH2:57])=[CH:25][C:24]=1[O:60][CH3:61]. (7) The reactants are F[C:2]1[CH:9]=[CH:8][C:5]([C:6]#[N:7])=[CH:4][CH:3]=1.[CH:10]1([NH2:14])[CH2:13][CH2:12][CH2:11]1.C([O-])([O-])=O.[K+].[K+]. The catalyst is CS(C)=O. The product is [CH:10]1([NH:14][C:2]2[CH:9]=[CH:8][C:5]([C:6]#[N:7])=[CH:4][CH:3]=2)[CH2:13][CH2:12][CH2:11]1. The yield is 0.530. (8) The reactants are CC1(C)[C@@H:6]([CH2:7][C:8]([OH:10])=[O:9])[C:5](=[O:11])OO1.[C:13]([O:19]C(Cl)=O)(=O)[CH2:14]C(C)C.[CH2:23](N(CC)CC)C.[CH2:30]([SH:32])[CH3:31]. The catalyst is CCOCC.C(Cl)Cl. The product is [CH3:23][C:13]1([CH3:14])[O:19][C@H:7]([CH2:6][C:5](=[O:11])[S:32][CH2:30][CH3:31])[C:8](=[O:9])[O:10]1. The yield is 0.820.